Dataset: Reaction yield outcomes from USPTO patents with 853,638 reactions. Task: Predict the reaction yield, written as a fraction of the theoretical maximum amount of product (1.0 means a 100% yield; for example, 0.34 means a 34% yield). The reactants are [CH3:1][C:2]1[CH:11]=[CH:10][C:5]2[N:6]=[C:7]([NH2:9])[S:8][C:4]=2[CH:3]=1.[C:12](N1C=CN=C1)([N:14]1[CH:18]=[CH:17][N:16]=[CH:15]1)=[S:13]. The catalyst is C(#N)C. The product is [CH3:1][C:2]1[CH:11]=[CH:10][C:5]2[N:6]=[C:7]([NH:9][C:12]([N:14]3[CH:18]=[CH:17][N:16]=[CH:15]3)=[S:13])[S:8][C:4]=2[CH:3]=1. The yield is 0.620.